Dataset: Peptide-MHC class I binding affinity with 185,985 pairs from IEDB/IMGT. Task: Regression. Given a peptide amino acid sequence and an MHC pseudo amino acid sequence, predict their binding affinity value. This is MHC class I binding data. (1) The peptide sequence is GLAEKPNDY. The MHC is HLA-A01:01 with pseudo-sequence HLA-A01:01. The binding affinity (normalized) is 0.0847. (2) The peptide sequence is ELGIAIFNNR. The MHC is HLA-A11:01 with pseudo-sequence HLA-A11:01. The binding affinity (normalized) is 0.326. (3) The peptide sequence is QLADETLLKV. The MHC is HLA-A02:02 with pseudo-sequence HLA-A02:02. The binding affinity (normalized) is 0.756. (4) The binding affinity (normalized) is 0.0847. The MHC is HLA-B08:01 with pseudo-sequence HLA-B08:01. The peptide sequence is ASYRLCLYR. (5) The peptide sequence is SPGDLQTLAL. The MHC is HLA-A03:01 with pseudo-sequence HLA-A03:01. The binding affinity (normalized) is 0.0611. (6) The peptide sequence is ERILSTYLGR. The MHC is HLA-B45:01 with pseudo-sequence HLA-B45:01. The binding affinity (normalized) is 0. (7) The peptide sequence is LYHTRPTA. The MHC is H-2-Kd with pseudo-sequence H-2-Kd. The binding affinity (normalized) is 0.379. (8) The peptide sequence is RQFPTIFEF. The MHC is Mamu-B52 with pseudo-sequence YSEMYEERAGNTFVNTAYIGYHHYTWAVLAYRWY. The binding affinity (normalized) is 0.384. (9) The binding affinity (normalized) is 0.114. The peptide sequence is QAGWNASSV. The MHC is H-2-Kb with pseudo-sequence H-2-Kb. (10) The peptide sequence is RIEQLYPFA. The MHC is HLA-A26:01 with pseudo-sequence HLA-A26:01. The binding affinity (normalized) is 0.0847.